From a dataset of Catalyst prediction with 721,799 reactions and 888 catalyst types from USPTO. Predict which catalyst facilitates the given reaction. Reactant: C(OCC([NH:8][C:9]1[CH:14]=[C:13]([CH2:15][NH:16][C:17]2[N:18]=[CH:19][S:20][C:21]=2[C:22]([NH:24][C:25]2[CH:35]=[CH:34][C:28]3[O:29][C:30]([F:33])([F:32])[O:31][C:27]=3[CH:26]=2)=[O:23])[CH:12]=[CH:11][N:10]=1)=O)(=O)C.C(=O)([O-])[O-].[K+].[K+].FC1(F)OC2C=CC(NC(C3SC=NC=3NCC3C=CN=C(NC(=O)CO)C=3)=O)=CC=2O1. Product: [NH2:8][C:9]1[CH:14]=[C:13]([CH2:15][NH:16][C:17]2[N:18]=[CH:19][S:20][C:21]=2[C:22]([NH:24][C:25]2[CH:35]=[CH:34][C:28]3[O:29][C:30]([F:32])([F:33])[O:31][C:27]=3[CH:26]=2)=[O:23])[CH:12]=[CH:11][N:10]=1. The catalyst class is: 138.